This data is from Reaction yield outcomes from USPTO patents with 853,638 reactions. The task is: Predict the reaction yield, written as a fraction of the theoretical maximum amount of product (1.0 means a 100% yield; for example, 0.34 means a 34% yield). (1) The reactants are [C:1]([C:4]1[CH:5]=[CH:6][C:7]([OH:27])=[C:8]([CH:26]=1)[C:9]([NH:11][C:12]1[CH:17]=[C:16]([C:18]([F:21])([F:20])[F:19])[CH:15]=[C:14]([C:22]([F:25])([F:24])[F:23])[CH:13]=1)=[O:10])(=[O:3])[CH3:2].[BH4-].[Na+].Cl. The catalyst is C(O)C. The product is [F:19][C:18]([F:20])([F:21])[C:16]1[CH:17]=[C:12]([NH:11][C:9](=[O:10])[C:8]2[CH:26]=[C:4]([CH:1]([OH:3])[CH3:2])[CH:5]=[CH:6][C:7]=2[OH:27])[CH:13]=[C:14]([C:22]([F:24])([F:25])[F:23])[CH:15]=1. The yield is 0.783. (2) The reactants are [CH3:1][C:2]1([CH3:20])[CH2:7][N:6]([C:8]([O:10][C:11]([CH3:14])([CH3:13])[CH3:12])=[O:9])[CH2:5][CH:4]=[C:3]1[O:15][Si](C)(C)C.[F:21][B-](F)(F)F.F[B-](F)(F)F.ClC[N+]12CC[N+](F)(CC1)CC2. The catalyst is C(#N)C.[Cl-].[Na+].O. The product is [F:21][CH:4]1[CH2:5][N:6]([C:8]([O:10][C:11]([CH3:14])([CH3:13])[CH3:12])=[O:9])[CH2:7][C:2]([CH3:20])([CH3:1])[C:3]1=[O:15]. The yield is 0.230.